From a dataset of Peptide-MHC class I binding affinity with 185,985 pairs from IEDB/IMGT. Regression. Given a peptide amino acid sequence and an MHC pseudo amino acid sequence, predict their binding affinity value. This is MHC class I binding data. (1) The peptide sequence is RKLTNPANK. The MHC is HLA-B46:01 with pseudo-sequence HLA-B46:01. The binding affinity (normalized) is 0.0847. (2) The peptide sequence is TPLISFFGLF. The MHC is HLA-B54:01 with pseudo-sequence HLA-B54:01. The binding affinity (normalized) is 0.234. (3) The peptide sequence is EFIPNLFCM. The MHC is HLA-B53:01 with pseudo-sequence HLA-B53:01. The binding affinity (normalized) is 0.213. (4) The peptide sequence is LLNNQFGTM. The MHC is HLA-A24:02 with pseudo-sequence HLA-A24:02. The binding affinity (normalized) is 0.0169.